This data is from Catalyst prediction with 721,799 reactions and 888 catalyst types from USPTO. The task is: Predict which catalyst facilitates the given reaction. (1) Reactant: [CH2:1]([C:5]1[S:9][C:8]([C:10]([OH:12])=O)=[CH:7][CH:6]=1)[CH:2]([CH3:4])[CH3:3].CCN(C(C)C)C(C)C.CN(C(ON1N=NC2C=CC=CC1=2)=[N+](C)C)C.[B-](F)(F)(F)F.[CH2:44]([O:47][C:48]1[C:57]([CH3:58])=[CH:56][C:51]([C:52]([NH:54][NH2:55])=[O:53])=[CH:50][C:49]=1[CH3:59])[CH:45]=[CH2:46]. The catalyst class is: 158. Product: [CH2:1]([C:5]1[S:9][C:8]([C:10]([NH:55][NH:54][C:52](=[O:53])[C:51]2[CH:50]=[C:49]([CH3:59])[C:48]([O:47][CH2:44][CH:45]=[CH2:46])=[C:57]([CH3:58])[CH:56]=2)=[O:12])=[CH:7][CH:6]=1)[CH:2]([CH3:3])[CH3:4]. (2) Product: [Cl:1][C:2]1[CH:7]=[CH:6][CH:5]=[CH:4][C:3]=1[C:8]1[CH:13]=[C:12]([CH3:14])[C:11]([C:15]2[CH:16]=[CH:17][C:18]3[O:22][C:21]([C:23]4[CH:28]=[CH:27][C:26]([F:29])=[CH:25][CH:24]=4)=[C:20]([C:30]([NH:31][CH3:32])=[O:33])[C:19]=3[CH:34]=2)=[CH:10][C:9]=1[C:35](=[O:36])[NH:47][C:44]1([C:39]2[CH:40]=[CH:41][CH:42]=[CH:43][N:38]=2)[CH2:46][CH2:45]1. The catalyst class is: 3. Reactant: [Cl:1][C:2]1[CH:7]=[CH:6][CH:5]=[CH:4][C:3]=1[C:8]1[C:9]([C:35](O)=[O:36])=[CH:10][C:11]([C:15]2[CH:16]=[CH:17][C:18]3[O:22][C:21]([C:23]4[CH:28]=[CH:27][C:26]([F:29])=[CH:25][CH:24]=4)=[C:20]([C:30](=[O:33])[NH:31][CH3:32])[C:19]=3[CH:34]=2)=[C:12]([CH3:14])[CH:13]=1.[N:38]1[CH:43]=[CH:42][CH:41]=[CH:40][C:39]=1[C:44]1([NH2:47])[CH2:46][CH2:45]1.CN(C(ON1N=NC2C=CC=NC1=2)=[N+](C)C)C.F[P-](F)(F)(F)(F)F. (3) Reactant: [CH:1]12CC(C=C1)C=[CH:2]2.[N:8]([CH2:11][C@@H:12]1[O:16][C:15](=[O:17])[N:14]([C:18]2[CH:29]=[CH:28][C:21]3[N:22]([CH3:27])[C:23](=[O:26])[O:24][CH2:25][C:20]=3[CH:19]=2)[CH2:13]1)=[N+:9]=[N-:10]. Product: [N:8]1([CH2:11][C@@H:12]2[O:16][C:15](=[O:17])[N:14]([C:18]3[CH:29]=[CH:28][C:21]4[N:22]([CH3:27])[C:23](=[O:26])[O:24][CH2:25][C:20]=4[CH:19]=3)[CH2:13]2)[CH:2]=[CH:1][N:10]=[N:9]1. The catalyst class is: 12. (4) Reactant: C(OC(=O)[NH:7][C@@H:8]1[CH2:13][CH2:12][CH2:11][N:10]([CH2:14][C:15]([F:18])([F:17])[F:16])[CH2:9]1)(C)(C)C.C([Cl:23])(=O)C. Product: [ClH:23].[ClH:23].[F:18][C:15]([F:16])([F:17])[CH2:14][N:10]1[CH2:11][CH2:12][CH2:13][C@@H:8]([NH2:7])[CH2:9]1. The catalyst class is: 5. (5) Reactant: [F:1][C:2]1[CH:7]=[C:6]([N+:8]([O-:10])=[O:9])[CH:5]=[C:4](F)[C:3]=1[N:12]1[CH:16]=[C:15]([CH3:17])[N:14]=[CH:13]1.[CH3:18][O-:19].[Na+]. Product: [F:1][C:2]1[CH:7]=[C:6]([N+:8]([O-:10])=[O:9])[CH:5]=[C:4]([O:19][CH3:18])[C:3]=1[N:12]1[CH:16]=[C:15]([CH3:17])[N:14]=[CH:13]1. The catalyst class is: 16.